Dataset: Forward reaction prediction with 1.9M reactions from USPTO patents (1976-2016). Task: Predict the product of the given reaction. (1) Given the reactants [Br:1][C:2]1[N:3]=[C:4]([CH2:21][CH3:22])[C:5]([NH:10][C@@H:11]2[C:19]3[C:14](=[CH:15][CH:16]=[CH:17][CH:18]=3)[CH2:13][C@@H:12]2[OH:20])=[N:6][C:7]=1[CH2:8][CH3:9].[CH:23]1(C2N=C(N[C@@H]3C4C(=CC=CC=4)C[C@@H]3O)C(CC)=NC=2)CC1, predict the reaction product. The product is: [Br:1][C:2]1[N:3]=[C:4]([CH2:21][CH3:22])[C:5]([NH:10][C@@H:11]2[C:19]3[C:14](=[CH:15][CH:16]=[CH:17][CH:18]=3)[CH2:13][C@@H:12]2[OH:20])=[N:6][C:7]=1[CH:8]1[CH2:23][CH2:9]1. (2) Given the reactants [CH2:1]([N:8]([CH2:28][C:29]1[CH:34]=[CH:33][CH:32]=[CH:31][CH:30]=1)[C@H:9]1[CH2:18][C:17]2[C:12](=[CH:13][CH:14]=[CH:15][C:16]=2B2OC(C)(C)C(C)(C)O2)[O:11][CH2:10]1)[C:2]1[CH:7]=[CH:6][CH:5]=[CH:4][CH:3]=1.Br[C:36]1[CH:37]=[N:38][C:39]([O:47][CH3:48])=[C:40]([CH:46]=1)[C:41]([N:43]([CH3:45])[CH3:44])=[O:42], predict the reaction product. The product is: [CH2:28]([N:8]([CH2:1][C:2]1[CH:7]=[CH:6][CH:5]=[CH:4][CH:3]=1)[C@H:9]1[CH2:18][C:17]2[C:12](=[CH:13][CH:14]=[CH:15][C:16]=2[C:36]2[CH:37]=[N:38][C:39]([O:47][CH3:48])=[C:40]([CH:46]=2)[C:41]([N:43]([CH3:45])[CH3:44])=[O:42])[O:11][CH2:10]1)[C:29]1[CH:30]=[CH:31][CH:32]=[CH:33][CH:34]=1.